From a dataset of Forward reaction prediction with 1.9M reactions from USPTO patents (1976-2016). Predict the product of the given reaction. (1) Given the reactants [CH2:1]([N:5]([CH:30]1[CH2:35][CH2:34][O:33][CH2:32][CH2:31]1)[C:6]1[C:7]([O:28][CH3:29])=[N:8][N:9]2[C:13]([C:14]3[C:19]([O:20][CH3:21])=[CH:18][C:17]([CH2:22][O:23][CH2:24][CH3:25])=[CH:16][C:15]=3[O:26][CH3:27])=[CH:12][S:11][C:10]=12)[CH2:2][CH2:3][CH3:4].C(O)C.O.[P:40](=[O:44])([OH:43])([OH:42])[OH:41], predict the reaction product. The product is: [P:40]([OH:44])([OH:43])([OH:42])=[O:41].[CH2:1]([N:5]([CH:30]1[CH2:31][CH2:32][O:33][CH2:34][CH2:35]1)[C:6]1[C:7]([O:28][CH3:29])=[N:8][N:9]2[C:13]([C:14]3[C:15]([O:26][CH3:27])=[CH:16][C:17]([CH2:22][O:23][CH2:24][CH3:25])=[CH:18][C:19]=3[O:20][CH3:21])=[CH:12][S:11][C:10]=12)[CH2:2][CH2:3][CH3:4]. (2) Given the reactants Br[C:2]1[S:6][C:5]2[CH2:7][CH2:8][CH2:9][C:4]=2[C:3]=1[C:10]([O:12][CH3:13])=[O:11].[C:14]1(B(O)O)[CH:19]=[CH:18][CH:17]=[CH:16][CH:15]=1.C([O-])([O-])=O.[Na+].[Na+].O, predict the reaction product. The product is: [C:14]1([C:2]2[S:6][C:5]3[CH2:7][CH2:8][CH2:9][C:4]=3[C:3]=2[C:10]([O:12][CH3:13])=[O:11])[CH:19]=[CH:18][CH:17]=[CH:16][CH:15]=1. (3) Given the reactants [Cl:1][C:2]1[CH:7]=[C:6]([I:8])[C:5]([O:9]COC)=[CH:4][N:3]=1.C(=O)(O)[O-].[Na+], predict the reaction product. The product is: [Cl:1][C:2]1[N:3]=[CH:4][C:5]([OH:9])=[C:6]([I:8])[CH:7]=1. (4) The product is: [C:1]([C:4]1[C:13](=[O:14])[C:12]2[C:7](=[C:8]([Br:15])[CH:9]=[CH:10][CH:11]=2)[N:6]([CH3:16])[CH:5]=1)(=[O:3])[CH3:2]. Given the reactants [C:1]([C:4]1[C:13](=[O:14])[C:12]2[C:7](=[C:8]([Br:15])[CH:9]=[CH:10][CH:11]=2)[NH:6][CH:5]=1)(=[O:3])[CH3:2].[C:16]([O-])([O-])=O.[K+].[K+].IC, predict the reaction product. (5) Given the reactants [Cl:1][C:2]1[CH:7]=[CH:6][CH:5]=[C:4]([Cl:8])[C:3]=1[C:9]1[C:14]2[O:15][C@@H:16](COS(C3C=CC(C)=CC=3)(=O)=O)[CH2:17][O:18][C:13]=2[CH:12]=[C:11]([F:31])[CH:10]=1.[C:32]([O-:43])(=O)[C:33]1[C:34](=[CH:38][CH:39]=[CH:40][CH:41]=1)[C:35]([O-])=[O:36].[K+].[K+].O.[CH3:47][N:48](C=O)C, predict the reaction product. The product is: [Cl:1][C:2]1[CH:7]=[CH:6][CH:5]=[C:4]([Cl:8])[C:3]=1[C:9]1[C:14]2[O:15][C@@H:16]([CH2:47][N:48]3[C:35](=[O:36])[C:34]4[C:33](=[CH:41][CH:40]=[CH:39][CH:38]=4)[C:32]3=[O:43])[CH2:17][O:18][C:13]=2[CH:12]=[C:11]([F:31])[CH:10]=1. (6) Given the reactants [Cl:1][C:2]1[CH:7]=[C:6]([F:8])[C:5]([OH:9])=[C:4]([F:10])[CH:3]=1.Br[C:12]([CH3:19])([CH3:18])[C:13](OCC)=[O:14].C(=O)([O-])[O-].[K+].[K+].[OH-].[Na+].C1C=CC2N(O)[N:35]=[N:34]C=2C=1.O.NN, predict the reaction product. The product is: [Cl:1][C:2]1[CH:7]=[C:6]([F:8])[C:5]([O:9][C:12]([CH3:19])([CH3:18])[C:13]([NH:34][NH2:35])=[O:14])=[C:4]([F:10])[CH:3]=1. (7) The product is: [Br:10][C:4]1[CH:3]=[C:2]([CH:7]=[C:6]([O:8][CH3:9])[CH:5]=1)[CH:19]=[O:20]. Given the reactants Br[C:2]1[CH:7]=[C:6]([O:8][CH3:9])[CH:5]=[C:4]([Br:10])[CH:3]=1.C([Li])CCC.CN([CH:19]=[O:20])C, predict the reaction product.